This data is from Catalyst prediction with 721,799 reactions and 888 catalyst types from USPTO. The task is: Predict which catalyst facilitates the given reaction. (1) Reactant: [C:1]([C:5]1[CH:9]=[C:8]([NH:10][C:11](=[O:36])[NH:12][C:13]2[C:22]3[C:17](=[CH:18][CH:19]=[CH:20][CH:21]=3)[C:16]([O:23][CH2:24][C:25]3[CH:30]=[CH:29][N:28]=[C:27]([NH:31][C:32](=[O:35])[CH2:33]Cl)[CH:26]=3)=[CH:15][CH:14]=2)[N:7]([C:37]2[CH:42]=[CH:41][C:40]([CH3:43])=[CH:39][CH:38]=2)[N:6]=1)([CH3:4])([CH3:3])[CH3:2].CCN(C(C)C)C(C)C.[CH3:53][N:54]1[CH2:59][CH2:58][NH:57][CH2:56][CH2:55]1. Product: [C:1]([C:5]1[CH:9]=[C:8]([NH:10][C:11](=[O:36])[NH:12][C:13]2[C:22]3[C:17](=[CH:18][CH:19]=[CH:20][CH:21]=3)[C:16]([O:23][CH2:24][C:25]3[CH:30]=[CH:29][N:28]=[C:27]([NH:31][C:32](=[O:35])[CH2:33][N:57]4[CH2:58][CH2:59][N:54]([CH3:53])[CH2:55][CH2:56]4)[CH:26]=3)=[CH:15][CH:14]=2)[N:7]([C:37]2[CH:42]=[CH:41][C:40]([CH3:43])=[CH:39][CH:38]=2)[N:6]=1)([CH3:4])([CH3:3])[CH3:2]. The catalyst class is: 59. (2) Reactant: Br[C:2]1[C:3]([C:14]2[O:15][C:16]([C:19]3[CH:24]=[CH:23][CH:22]=[CH:21][CH:20]=3)=[N:17][N:18]=2)=[CH:4][C:5]([NH:8][C:9]([NH:11][CH2:12][CH3:13])=[O:10])=[N:6][CH:7]=1.[CH3:25][C:26]1([CH3:42])[C:30]([CH3:32])([CH3:31])[O:29][B:28]([B:28]2[O:29][C:30]([CH3:32])([CH3:31])[C:26]([CH3:42])([CH3:25])[O:27]2)[O:27]1.C(N(CC)CC)C.CC([O-])=O.[K+]. Product: [CH2:12]([NH:11][C:9]([NH:8][C:5]1[CH:4]=[C:3]([C:14]2[O:15][C:16]([C:19]3[CH:24]=[CH:23][CH:22]=[CH:21][CH:20]=3)=[N:17][N:18]=2)[C:2]([B:28]2[O:29][C:30]([CH3:32])([CH3:31])[C:26]([CH3:42])([CH3:25])[O:27]2)=[CH:7][N:6]=1)=[O:10])[CH3:13]. The catalyst class is: 184.